Dataset: Forward reaction prediction with 1.9M reactions from USPTO patents (1976-2016). Task: Predict the product of the given reaction. (1) Given the reactants [Cl:1][C:2]1[CH:3]=[C:4]([CH:19]=[CH:20][C:21]=1[C:22]([OH:24])=O)[C:5]([NH:7][CH2:8][C:9]1[NH:13][C:12]2[CH:14]=[CH:15][C:16]([Cl:18])=[CH:17][C:11]=2[N:10]=1)=[O:6].[CH2:25]([NH:27][CH2:28][CH3:29])[CH3:26].CN(C(ON1N=NC2C=CC=CC1=2)=[N+](C)C)C.[B-](F)(F)(F)F.C(N(CC)CC)C, predict the reaction product. The product is: [Cl:1][C:2]1[CH:3]=[C:4]([CH:19]=[CH:20][C:21]=1[C:22]([N:27]([CH2:28][CH3:29])[CH2:25][CH3:26])=[O:24])[C:5]([NH:7][CH2:8][C:9]1[NH:13][C:12]2[CH:14]=[CH:15][C:16]([Cl:18])=[CH:17][C:11]=2[N:10]=1)=[O:6]. (2) The product is: [CH3:13][O:14][C:15]1[CH:20]=[CH:19][C:18]([CH:3]2[C:2]([CH3:12])([CH3:1])[CH2:7][CH2:6][N:5]3[CH:8]=[N:9][C:10]([OH:24])=[C:4]23)=[CH:17][CH:16]=1. Given the reactants [CH3:1][C:2]1([CH3:12])[CH2:7][CH2:6][N:5]2[CH:8]=[N:9][CH:10]=[C:4]2[C:3]1=O.[CH3:13][O:14][C:15]1[CH:20]=[CH:19][C:18]([Mg]Br)=[CH:17][CH:16]=1.Cl.[O:24]1CCCC1, predict the reaction product. (3) Given the reactants [Cl:1][C:2]1[CH:7]=[CH:6][C:5](I)=[CH:4][CH:3]=1.[CH2:9]([O:11][C:12](=[O:39])[CH2:13][O:14][C:15]1[CH:20]=[CH:19][C:18]([CH2:21][N:22]([C:33]2[CH:38]=[CH:37][CH:36]=[CH:35][CH:34]=2)[C:23](=[O:32])[C:24]#[C:25][C:26]2[CH:31]=[CH:30][CH:29]=[CH:28][CH:27]=2)=[CH:17][CH:16]=1)[CH3:10], predict the reaction product. The product is: [CH2:9]([O:11][C:12](=[O:39])[CH2:13][O:14][C:15]1[CH:20]=[CH:19][C:18]([CH2:21][N:22]2[C:33]3[C:34](=[CH:35][CH:36]=[CH:37][CH:38]=3)/[C:24](=[C:25](\[C:5]3[CH:6]=[CH:7][C:2]([Cl:1])=[CH:3][CH:4]=3)/[C:26]3[CH:27]=[CH:28][CH:29]=[CH:30][CH:31]=3)/[C:23]2=[O:32])=[CH:17][CH:16]=1)[CH3:10]. (4) Given the reactants [NH2:1][CH:2]1[CH2:7][CH2:6][O:5][CH2:4][CH2:3]1.CC(C)([O-])C.[Na+].Br[C:15]1[CH:22]=[C:21]([N:23]2[C:31]3[CH2:30][C:29]([CH3:33])([CH3:32])[CH2:28][C:27](=[O:34])[C:26]=3[C:25]([C:35]([F:38])([F:37])[F:36])=[N:24]2)[CH:20]=[CH:19][C:16]=1[C:17]#[N:18], predict the reaction product. The product is: [CH3:32][C:29]1([CH3:33])[CH2:30][C:31]2[N:23]([C:21]3[CH:20]=[CH:19][C:16]([C:17]#[N:18])=[C:15]([NH:1][CH:2]4[CH2:7][CH2:6][O:5][CH2:4][CH2:3]4)[CH:22]=3)[N:24]=[C:25]([C:35]([F:37])([F:38])[F:36])[C:26]=2[C:27](=[O:34])[CH2:28]1. (5) The product is: [C:27]1([CH:7]([C:1]2[CH:2]=[CH:3][CH:4]=[CH:5][CH:6]=2)[N:8]2[C:16]3[C:11](=[CH:12][CH:13]=[CH:14][CH:15]=3)[C:10]3([C:20]4[CH:21]=[C:22]([O:25][CH2:42][CH2:49][O:50][CH3:51])[CH:23]=[CH:24][C:19]=4[O:18][CH2:17]3)[C:9]2=[O:26])[CH:32]=[CH:31][CH:30]=[CH:29][CH:28]=1. Given the reactants [C:1]1([CH:7]([C:27]2[CH:32]=[CH:31][CH:30]=[CH:29][CH:28]=2)[N:8]2[C:16]3[C:11](=[CH:12][CH:13]=[CH:14][CH:15]=3)[C:10]3([C:20]4[CH:21]=[C:22]([OH:25])[CH:23]=[CH:24][C:19]=4[O:18][CH2:17]3)[C:9]2=[O:26])[CH:6]=[CH:5][CH:4]=[CH:3][CH:2]=1.C1(C(C2C=CC=CC=2)N2C3C(=CC=CC=3)[C:42]3(C4C=CC(O)=C[C:51]=4[O:50][CH2:49]3)C2=O)C=CC=CC=1, predict the reaction product.